Task: Predict the reaction yield, written as a fraction of the theoretical maximum amount of product (1.0 means a 100% yield; for example, 0.34 means a 34% yield).. Dataset: Reaction yield outcomes from USPTO patents with 853,638 reactions (1) The reactants are [CH:1]1([C:4]2[O:8][N:7]=[C:6]([C:9]3[C:14]([Cl:15])=[CH:13][CH:12]=[CH:11][C:10]=3[Cl:16])[C:5]=2[CH2:17][O:18][C:19]2[CH:24]=[CH:23][C:22]([C:25]3[CH:26]=[C:27]4[C:32](=[CH:33][CH:34]=3)[N:31]=[C:30]([C:35]([O:37]C)=[O:36])[CH:29]=[CH:28]4)=[CH:21][CH:20]=2)[CH2:3][CH2:2]1.O1CCCC1.[OH-].[Na+].Cl. The catalyst is CO. The product is [CH:1]1([C:4]2[O:8][N:7]=[C:6]([C:9]3[C:10]([Cl:16])=[CH:11][CH:12]=[CH:13][C:14]=3[Cl:15])[C:5]=2[CH2:17][O:18][C:19]2[CH:20]=[CH:21][C:22]([C:25]3[CH:26]=[C:27]4[C:32](=[CH:33][CH:34]=3)[N:31]=[C:30]([C:35]([OH:37])=[O:36])[CH:29]=[CH:28]4)=[CH:23][CH:24]=2)[CH2:2][CH2:3]1. The yield is 0.920. (2) The reactants are [Cl-].O[NH3+:3].[C:4](=[O:7])([O-])[OH:5].[Na+].CS(C)=O.[CH2:13]([C:17]1[N:18]([CH2:32][C:33]2[CH:38]=[CH:37][C:36]([C:39]3[C:40]([C:45]#[N:46])=[CH:41][CH:42]=[CH:43][CH:44]=3)=[CH:35][CH:34]=2)[C:19](=[O:31])[C:20]([C:24]2[CH:29]=[CH:28][C:27]([F:30])=[CH:26][CH:25]=2)=[C:21]([CH3:23])[N:22]=1)[CH2:14][CH2:15][CH3:16]. The catalyst is O. The product is [CH2:13]([C:17]1[N:18]([CH2:32][C:33]2[CH:34]=[CH:35][C:36]([C:39]3[CH:44]=[CH:43][CH:42]=[CH:41][C:40]=3[C:45]3[NH:3][C:4](=[O:7])[O:5][N:46]=3)=[CH:37][CH:38]=2)[C:19](=[O:31])[C:20]([C:24]2[CH:25]=[CH:26][C:27]([F:30])=[CH:28][CH:29]=2)=[C:21]([CH3:23])[N:22]=1)[CH2:14][CH2:15][CH3:16]. The yield is 0.720. (3) The reactants are C1C(=O)N([Br:8])C(=O)C1.[F:9][C:10]1[CH:15]=[CH:14][C:13]([CH3:16])=[CH:12][N:11]=1. The catalyst is C(Cl)(Cl)(Cl)Cl.C(OOC(=O)C1C=CC=CC=1)(=O)C1C=CC=CC=1. The product is [Br:8][CH2:16][C:13]1[CH:14]=[CH:15][C:10]([F:9])=[N:11][CH:12]=1. The yield is 0.613. (4) The reactants are [OH-].[Na+].[C:3]([O:7][C:8]([NH:10][C:11]1([C:39]([O:41]C)=[O:40])[CH2:16][CH2:15][N:14]([C:17]2[C:18]3[C:25]([CH:26]4[CH2:28][CH2:27]4)=[CH:24][N:23](S(C4C=CC(C)=CC=4)(=O)=O)[C:19]=3[N:20]=[CH:21][N:22]=2)[CH2:13][CH2:12]1)=[O:9])([CH3:6])([CH3:5])[CH3:4]. The catalyst is C1COCC1.CCOC(C)=O. The product is [C:3]([O:7][C:8]([NH:10][C:11]1([C:39]([OH:41])=[O:40])[CH2:12][CH2:13][N:14]([C:17]2[C:18]3[C:25]([CH:26]4[CH2:27][CH2:28]4)=[CH:24][NH:23][C:19]=3[N:20]=[CH:21][N:22]=2)[CH2:15][CH2:16]1)=[O:9])([CH3:6])([CH3:4])[CH3:5]. The yield is 0.682. (5) The reactants are [H-].[Li+].[F:3][C:4]1[CH:13]=[C:12]2[C:7]([N:8]=[CH:9][C:10](=[O:14])[NH:11]2)=[CH:6][CH:5]=1.Br[CH2:16][CH2:17][CH:18]1[O:22][CH2:21][CH2:20][O:19]1.O. The catalyst is CN(C)C=O. The product is [O:19]1[CH2:20][CH2:21][O:22][CH:18]1[CH2:17][CH2:16][N:11]1[C:12]2[C:7](=[CH:6][CH:5]=[C:4]([F:3])[CH:13]=2)[N:8]=[CH:9][C:10]1=[O:14]. The yield is 0.290. (6) The reactants are [Cl:1][C:2]1[N:7]=[CH:6][C:5]([CH:8]([NH:10][C:11](=[O:17])[O:12][C:13]([CH3:16])([CH3:15])[CH3:14])[CH3:9])=[CH:4][CH:3]=1.C([Li])(C)(C)C.[I:23]I. The catalyst is C1COCC1. The product is [Cl:1][C:2]1[N:7]=[CH:6][C:5]([CH:8]([NH:10][C:11](=[O:17])[O:12][C:13]([CH3:16])([CH3:15])[CH3:14])[CH3:9])=[C:4]([I:23])[CH:3]=1. The yield is 0.240.